This data is from NCI-60 drug combinations with 297,098 pairs across 59 cell lines. The task is: Regression. Given two drug SMILES strings and cell line genomic features, predict the synergy score measuring deviation from expected non-interaction effect. (1) Drug 1: CC1=CC=C(C=C1)C2=CC(=NN2C3=CC=C(C=C3)S(=O)(=O)N)C(F)(F)F. Drug 2: CN1C(=O)N2C=NC(=C2N=N1)C(=O)N. Cell line: HOP-62. Synergy scores: CSS=8.19, Synergy_ZIP=-2.34, Synergy_Bliss=-0.384, Synergy_Loewe=-6.70, Synergy_HSA=-4.11. (2) Drug 1: CC1=C(C=C(C=C1)C(=O)NC2=CC(=CC(=C2)C(F)(F)F)N3C=C(N=C3)C)NC4=NC=CC(=N4)C5=CN=CC=C5. Drug 2: COC1=C2C(=CC3=C1OC=C3)C=CC(=O)O2. Cell line: OVCAR-5. Synergy scores: CSS=3.73, Synergy_ZIP=4.97, Synergy_Bliss=3.59, Synergy_Loewe=-1.96, Synergy_HSA=0.196. (3) Drug 1: C1=CC(=CC=C1CCCC(=O)O)N(CCCl)CCCl. Drug 2: CCC1=C2CN3C(=CC4=C(C3=O)COC(=O)C4(CC)O)C2=NC5=C1C=C(C=C5)O. Cell line: M14. Synergy scores: CSS=25.8, Synergy_ZIP=-5.69, Synergy_Bliss=-0.546, Synergy_Loewe=-16.5, Synergy_HSA=0.268. (4) Drug 1: C1=NC2=C(N1)C(=S)N=C(N2)N. Cell line: UACC-257. Synergy scores: CSS=23.5, Synergy_ZIP=-11.9, Synergy_Bliss=-5.95, Synergy_Loewe=-7.91, Synergy_HSA=-3.05. Drug 2: C1=CC=C(C=C1)NC(=O)CCCCCCC(=O)NO. (5) Drug 1: C1=CC=C(C(=C1)C(C2=CC=C(C=C2)Cl)C(Cl)Cl)Cl. Drug 2: CC1CCCC2(C(O2)CC(NC(=O)CC(C(C(=O)C(C1O)C)(C)C)O)C(=CC3=CSC(=N3)C)C)C. Cell line: MDA-MB-231. Synergy scores: CSS=34.8, Synergy_ZIP=2.89, Synergy_Bliss=1.20, Synergy_Loewe=-26.0, Synergy_HSA=-0.878.